Dataset: Forward reaction prediction with 1.9M reactions from USPTO patents (1976-2016). Task: Predict the product of the given reaction. (1) The product is: [F:1][C:2]1[CH:3]=[C:4]([C@H:5]([NH:6][S@:7]([C:9]([CH3:12])([CH3:11])[CH3:10])=[O:8])[CH2:18][CH3:19])[CH:13]=[CH:14][C:15]=1[O:16][CH3:17]. Given the reactants [F:1][C:2]1[CH:3]=[C:4]([CH:13]=[CH:14][C:15]=1[O:16][CH3:17])/[CH:5]=[N:6]/[S@:7]([C:9]([CH3:12])([CH3:11])[CH3:10])=[O:8].[CH2:18]([Mg]Br)[CH3:19].[NH4+].[Cl-], predict the reaction product. (2) Given the reactants O=[C:2]([NH:10][CH2:11][C@@H:12]([C:14]1[CH:19]=[CH:18][CH:17]=[CH:16][CH:15]=1)[CH3:13])[CH2:3][S:4][CH2:5][CH2:6][C:7](O)=[O:8], predict the reaction product. The product is: [C:14]1([C@@H:12]([CH3:13])[CH2:11][NH:10][CH2:2][CH2:3][S:4][CH2:5][CH2:6][CH2:7][OH:8])[CH:19]=[CH:18][CH:17]=[CH:16][CH:15]=1.